From a dataset of Full USPTO retrosynthesis dataset with 1.9M reactions from patents (1976-2016). Predict the reactants needed to synthesize the given product. Given the product [C:22]([O:21][C:19](=[O:20])[CH2:18][N:4]1[C:5]2=[N:6][CH:7]=[CH:8][CH:9]=[C:10]2[C:2]([I:1])=[N:3]1)([CH3:25])([CH3:24])[CH3:23], predict the reactants needed to synthesize it. The reactants are: [I:1][C:2]1[C:10]2[C:5](=[N:6][CH:7]=[CH:8][CH:9]=2)[NH:4][N:3]=1.C(=O)([O-])[O-].[K+].[K+].Br[CH2:18][C:19]([O:21][C:22]([CH3:25])([CH3:24])[CH3:23])=[O:20].